This data is from Peptide-MHC class II binding affinity with 134,281 pairs from IEDB. The task is: Regression. Given a peptide amino acid sequence and an MHC pseudo amino acid sequence, predict their binding affinity value. This is MHC class II binding data. (1) The peptide sequence is IRNPLSRNSTHEMYY. The MHC is HLA-DQA10303-DQB10402 with pseudo-sequence HLA-DQA10303-DQB10402. The binding affinity (normalized) is 0.208. (2) The peptide sequence is PLALKEFKDFAAGRK. The MHC is DRB1_0401 with pseudo-sequence DRB1_0401. The binding affinity (normalized) is 0.218. (3) The peptide sequence is LSMTINVREGFLNYS. The MHC is DRB1_0101 with pseudo-sequence DRB1_0101. The binding affinity (normalized) is 0.264. (4) The peptide sequence is AAPAAVAAAGDAAKG. The MHC is HLA-DPA10103-DPB10401 with pseudo-sequence HLA-DPA10103-DPB10401. The binding affinity (normalized) is 0.254. (5) The peptide sequence is PGMAKIPAGELQIID. The binding affinity (normalized) is 0.146. The MHC is DRB1_0405 with pseudo-sequence DRB1_0405. (6) The peptide sequence is FKTFEAAFTSSSKAA. The MHC is DRB3_0101 with pseudo-sequence DRB3_0101. The binding affinity (normalized) is 0.0973. (7) The peptide sequence is TELQIVDKIDAAFKI. The MHC is DRB1_0101 with pseudo-sequence DRB1_0101. The binding affinity (normalized) is 0.526. (8) The peptide sequence is LGGVMGGLWKYLNAV. The MHC is DRB3_0202 with pseudo-sequence DRB3_0202. The binding affinity (normalized) is 0. (9) The peptide sequence is CEYIPLFSATARRAM. The MHC is DRB1_0401 with pseudo-sequence DRB1_0401. The binding affinity (normalized) is 0.619.